Dataset: NCI-60 drug combinations with 297,098 pairs across 59 cell lines. Task: Regression. Given two drug SMILES strings and cell line genomic features, predict the synergy score measuring deviation from expected non-interaction effect. (1) Drug 1: C1=CC=C(C=C1)NC(=O)CCCCCCC(=O)NO. Drug 2: COCCOC1=C(C=C2C(=C1)C(=NC=N2)NC3=CC=CC(=C3)C#C)OCCOC.Cl. Synergy scores: CSS=20.2, Synergy_ZIP=-1.29, Synergy_Bliss=-2.61, Synergy_Loewe=-24.9, Synergy_HSA=-3.18. Cell line: NCI/ADR-RES. (2) Drug 1: CN(CCCl)CCCl.Cl. Synergy scores: CSS=19.3, Synergy_ZIP=5.75, Synergy_Bliss=-0.431, Synergy_Loewe=-17.4, Synergy_HSA=-0.718. Cell line: NCI-H522. Drug 2: CN(C(=O)NC(C=O)C(C(C(CO)O)O)O)N=O.